This data is from Reaction yield outcomes from USPTO patents with 853,638 reactions. The task is: Predict the reaction yield, written as a fraction of the theoretical maximum amount of product (1.0 means a 100% yield; for example, 0.34 means a 34% yield). (1) The reactants are [Br:1][C:2]1[CH:9]=[CH:8][C:5]([C:6]#[N:7])=[C:4]([F:10])[C:3]=1[CH3:11].C(O)(C(F)(F)F)=[O:13].S(=O)(=O)(O)O. The catalyst is O. The product is [Br:1][C:2]1[CH:9]=[CH:8][C:5]([C:6]([NH2:7])=[O:13])=[C:4]([F:10])[C:3]=1[CH3:11]. The yield is 0.940. (2) The reactants are [CH3:1][S:2]([OH:5])(=[O:4])=[O:3].[N:6]1[C:7]([CH2:15][O:16][C:17]2[CH:22]=[CH:21][C:20]([C:23]3[C:24](=[O:38])[C:25]([CH3:37])([CH3:36])[O:26][C:27]=3[C:28]3[CH:33]=[CH:32][C:31]([O:34][CH3:35])=[CH:30][CH:29]=3)=[CH:19][CH:18]=2)=[CH:8][N:9]2[CH:14]=[CH:13][CH:12]=[CH:11][C:10]=12. The catalyst is C(Cl)Cl.C(OCC)C. The product is [CH3:1][S:2]([OH:5])(=[O:4])=[O:3].[N:6]1[C:7]([CH2:15][O:16][C:17]2[CH:18]=[CH:19][C:20]([C:23]3[C:24](=[O:38])[C:25]([CH3:36])([CH3:37])[O:26][C:27]=3[C:28]3[CH:29]=[CH:30][C:31]([O:34][CH3:35])=[CH:32][CH:33]=3)=[CH:21][CH:22]=2)=[CH:8][N:9]2[CH:14]=[CH:13][CH:12]=[CH:11][C:10]=12. The yield is 0.827. (3) The reactants are [N:1]1([CH2:7][CH2:8][OH:9])[CH2:6][CH2:5][O:4][CH2:3][CH2:2]1.[H-].[Na+].Cl[C:13]1[S:14][C:15]2[CH:21]=[C:20]([N+:22]([O-:24])=[O:23])[CH:19]=[CH:18][C:16]=2[N:17]=1. The catalyst is C1COCC1. The product is [N:1]1([CH2:7][CH2:8][O:9][C:13]2[S:14][C:15]3[CH:21]=[C:20]([N+:22]([O-:24])=[O:23])[CH:19]=[CH:18][C:16]=3[N:17]=2)[CH2:6][CH2:5][O:4][CH2:3][CH2:2]1. The yield is 0.900. (4) The reactants are [C:1]([C:3]1[CH:4]=[N:5][CH:6]=[C:7]([CH:20]=1)[C:8]([N:10]=[S@@:11]([CH3:19])(=[O:18])[C:12]1[CH:17]=[CH:16][CH:15]=[CH:14][CH:13]=1)=[O:9])#[CH:2].[CH3:21][C:22]([C:24]1[CH:29]=[CH:28][C:27](I)=[CH:26][CH:25]=1)=[O:23]. No catalyst specified. The product is [C:22]([C:24]1[CH:29]=[CH:28][C:27]([C:2]#[C:1][C:3]2[CH:4]=[N:5][CH:6]=[C:7]([CH:20]=2)[C:8]([N:10]=[S@@:11]([CH3:19])(=[O:18])[C:12]2[CH:13]=[CH:14][CH:15]=[CH:16][CH:17]=2)=[O:9])=[CH:26][CH:25]=1)(=[O:23])[CH3:21]. The yield is 0.860.